This data is from Forward reaction prediction with 1.9M reactions from USPTO patents (1976-2016). The task is: Predict the product of the given reaction. Given the reactants Br[C:2]1[CH:7]=[CH:6][C:5]([CH2:8][N:9]2[CH2:14][CH2:13][N:12]([C:15]([O:17][C:18]([CH3:21])([CH3:20])[CH3:19])=[O:16])[CH2:11][CH2:10]2)=[C:4]([CH3:22])[CH:3]=1.[CH3:23][C:24]1[CH:25]=[C:26](B(O)O)[CH:27]=[CH:28][CH:29]=1.C(=O)([O-])[O-].[K+].[K+].O1CCOCC1, predict the reaction product. The product is: [CH3:22][C:4]1[CH:3]=[C:2]([C:28]2[CH:27]=[CH:26][CH:25]=[C:24]([CH3:23])[CH:29]=2)[CH:7]=[CH:6][C:5]=1[CH2:8][N:9]1[CH2:14][CH2:13][N:12]([C:15]([O:17][C:18]([CH3:21])([CH3:20])[CH3:19])=[O:16])[CH2:11][CH2:10]1.